From a dataset of NCI-60 drug combinations with 297,098 pairs across 59 cell lines. Regression. Given two drug SMILES strings and cell line genomic features, predict the synergy score measuring deviation from expected non-interaction effect. (1) Drug 1: CC1=C(C(=CC=C1)Cl)NC(=O)C2=CN=C(S2)NC3=CC(=NC(=N3)C)N4CCN(CC4)CCO. Drug 2: CC1C(C(CC(O1)OC2CC(OC(C2O)C)OC3=CC4=CC5=C(C(=O)C(C(C5)C(C(=O)C(C(C)O)O)OC)OC6CC(C(C(O6)C)O)OC7CC(C(C(O7)C)O)OC8CC(C(C(O8)C)O)(C)O)C(=C4C(=C3C)O)O)O)O. Cell line: PC-3. Synergy scores: CSS=55.0, Synergy_ZIP=-3.30, Synergy_Bliss=0.981, Synergy_Loewe=-0.640, Synergy_HSA=1.51. (2) Drug 1: CC(C)(C#N)C1=CC(=CC(=C1)CN2C=NC=N2)C(C)(C)C#N. Drug 2: CC12CCC3C(C1CCC2OP(=O)(O)O)CCC4=C3C=CC(=C4)OC(=O)N(CCCl)CCCl.[Na+]. Cell line: OVCAR-5. Synergy scores: CSS=20.0, Synergy_ZIP=3.61, Synergy_Bliss=4.37, Synergy_Loewe=2.92, Synergy_HSA=2.95.